From a dataset of Reaction yield outcomes from USPTO patents with 853,638 reactions. Predict the reaction yield, written as a fraction of the theoretical maximum amount of product (1.0 means a 100% yield; for example, 0.34 means a 34% yield). (1) The reactants are [N+:1]([C:4]1[CH:5]=[N:6][NH:7][CH:8]=1)([O-:3])=[O:2].[CH2:9]1[O:11][C@H:10]1[CH2:12][OH:13].C([O-])([O-])=O.[K+].[K+]. The catalyst is C(#N)C. The product is [N+:1]([C:4]1[CH:5]=[N:6][N:7]([CH2:9][C@H:10]([OH:11])[CH2:12][OH:13])[CH:8]=1)([O-:3])=[O:2]. The yield is 0.180. (2) The yield is 0.630. The reactants are [Br:1][C:2]1[CH:7]=[CH:6][C:5]([C@@H:8]([NH2:10])[CH3:9])=[CH:4][CH:3]=1.[C:11]([O-])(O)=[O:12].[Na+].ClC(Cl)(OC(=O)OC(Cl)(Cl)Cl)Cl. The product is [Br:1][C:2]1[CH:7]=[CH:6][C:5]([CH:8]([N:10]=[C:11]=[O:12])[CH3:9])=[CH:4][CH:3]=1. The catalyst is C(Cl)Cl. (3) The yield is 0.504. The catalyst is C(Cl)Cl.C(OC(C)C)(C)C. The product is [Br:7][C:8]1[CH:9]=[C:10](/[CH:13]=[CH:16]/[C:17]([OH:19])=[O:18])[S:11][CH:12]=1. The reactants are N1CCCCC1.[Br:7][C:8]1[CH:9]=[C:10]([CH:13]=O)[S:11][CH:12]=1.C(O)(=O)[CH2:16][C:17]([OH:19])=[O:18]. (4) The product is [CH2:1]([O:3][C:4](=[O:18])[C:5]1[C:10]([N+:11]([O-:13])=[O:12])=[CH:9][CH:8]=[C:7]([CH:14]=[CH:21][N:24]([CH3:26])[CH3:25])[C:6]=1[N+:15]([O-:17])=[O:16])[CH3:2]. The reactants are [CH2:1]([O:3][C:4](=[O:18])[C:5]1[C:10]([N+:11]([O-:13])=[O:12])=[CH:9][CH:8]=[C:7]([CH3:14])[C:6]=1[N+:15]([O-:17])=[O:16])[CH3:2].CO[CH:21]([N:24]([CH3:26])[CH3:25])OC. The catalyst is CN(C=O)C. The yield is 0.580. (5) The reactants are [CH3:1][C:2]1[CH:7]=[C:6]([CH3:8])[CH:5]=[C:4]([CH3:9])[C:3]=1[C:10]1[CH:15]=[CH:14][CH:13]=[CH:12][C:11]=1[CH3:16].[Br-:17].[Li+].[B-](F)(F)(F)F.[B-](F)(F)(F)F.C1[N+]2(CCl)CC[N+](F)(CC2)C1. The catalyst is CC#N. The product is [Br:17][C:7]1[C:2]([CH3:1])=[C:3]([C:10]2[CH:15]=[CH:14][CH:13]=[CH:12][C:11]=2[CH3:16])[C:4]([CH3:9])=[CH:5][C:6]=1[CH3:8]. The yield is 0.770.